This data is from Reaction yield outcomes from USPTO patents with 853,638 reactions. The task is: Predict the reaction yield, written as a fraction of the theoretical maximum amount of product (1.0 means a 100% yield; for example, 0.34 means a 34% yield). (1) The product is [O:16]=[C:15]1[CH:12]([C:11]([OH:18])=[O:10])[CH2:13][CH2:14][N:1]1[C:2]1[CH:7]=[CH:6][CH:5]=[CH:4][CH:3]=1. The reactants are [NH2:1][C:2]1[CH:7]=[CH:6][CH:5]=[CH:4][CH:3]=1.CC1(C)[O:16][C:15](=O)[C:12]2([CH2:14][CH2:13]2)[C:11](=[O:18])[O:10]1. The yield is 0.760. The catalyst is C(O)C. (2) The reactants are IC1C2C(=CC([C@H]3[C@@]4(C5C(=CC=C(OC)C=5)NC4=O)C3)=CC=2)NN=1.CN1CCC(C2C=CC(B3OC(C)(C)C(C)(C)O3)=CC=2)CC1.[ClH:47].[CH3:48][O:49][C:50]1[CH:51]=[C:52]2[C:56](=[CH:57][CH:58]=1)[NH:55][C:54](=[O:59])[C@:53]12[CH2:61][C@H:60]1[C:62]1[CH:70]=[C:69]2[C:65]([C:66]([C:71]3[CH:76]=[CH:75][C:74]([CH:77]4[CH2:82][CH2:81][N:80]([CH3:83])[CH2:79][CH2:78]4)=[CH:73][CH:72]=3)=[N:67][NH:68]2)=[CH:64][CH:63]=1. The catalyst is CCOC(C)=O.O.C1COCC1. The product is [ClH:47].[CH3:48][O:49][C:50]1[CH:51]=[C:52]2[C:56](=[CH:57][CH:58]=1)[NH:55][C:54](=[O:59])[C@:53]12[CH2:61][C@H:60]1[C:62]1[CH:70]=[C:69]2[C:65]([C:66]([C:71]3[CH:76]=[CH:75][C:74]([CH:77]4[CH2:82][CH2:81][N:80]([CH3:83])[CH2:79][CH2:78]4)=[CH:73][CH:72]=3)=[N:67][NH:68]2)=[CH:64][CH:63]=1. The yield is 0.170. (3) The reactants are [CH3:1][O:2][C:3]1[CH:11]=[CH:10][CH:9]=[C:8]2[C:4]=1[CH2:5][CH2:6][C:7]2=O.[NH2:13][OH:14].Cl.C([O-])(=O)C.[Na+]. The catalyst is CO. The product is [CH3:1][O:2][C:3]1[CH:11]=[CH:10][CH:9]=[C:8]2[C:4]=1[CH2:5][CH2:6][C:7]2=[N:13][OH:14]. The yield is 0.990.